Dataset: Reaction yield outcomes from USPTO patents with 853,638 reactions. Task: Predict the reaction yield, written as a fraction of the theoretical maximum amount of product (1.0 means a 100% yield; for example, 0.34 means a 34% yield). (1) The reactants are [CH2:1]([N:8]1[CH:13]=C(Cl)N=[C:10]([NH:15][C:16]2[C:21]([C:22]#[C:23][Si:24]([CH3:27])([CH3:26])[CH3:25])=[CH:20][C:19]([CH3:28])=[CH:18][N:17]=2)[C:9]1=[O:29])[C:2]1[CH:7]=[CH:6][CH:5]=[CH:4][CH:3]=1. The catalyst is BrC1C=CC=CC=1. The product is [CH2:1]([N:8]1[CH:13]=[C:23]([Si:24]([CH3:26])([CH3:25])[CH3:27])[C:22]2[C:21]3[CH:20]=[C:19]([CH3:28])[CH:18]=[N:17][C:16]=3[NH:15][C:10]=2[C:9]1=[O:29])[C:2]1[CH:7]=[CH:6][CH:5]=[CH:4][CH:3]=1. The yield is 0.830. (2) The reactants are [Cl-].[CH3:2][O:3][C:4]1[CH:11]=[CH:10][CH:9]=[CH:8][C:5]=1[CH2:6][Zn+].C1COCC1.[O:17]1[C:21]2[CH:22]=[CH:23][C:24]([C:26]3([C:29]([NH:31][C:32]4[N:33]=[N:34][C:35](Cl)=[CH:36][CH:37]=4)=[O:30])[CH2:28][CH2:27]3)=[CH:25][C:20]=2[O:19][CH2:18]1. The catalyst is C1C=CC(P(C2C=CC=CC=2)[C-]2C=CC=C2)=CC=1.C1C=CC(P(C2C=CC=CC=2)[C-]2C=CC=C2)=CC=1.Cl[Pd]Cl.[Fe+2]. The product is [O:17]1[C:21]2[CH:22]=[CH:23][C:24]([C:26]3([C:29]([NH:31][C:32]4[N:33]=[N:34][C:35]([CH2:6][C:5]5[CH:8]=[CH:9][CH:10]=[CH:11][C:4]=5[O:3][CH3:2])=[CH:36][CH:37]=4)=[O:30])[CH2:28][CH2:27]3)=[CH:25][C:20]=2[O:19][CH2:18]1. The yield is 0.520. (3) The reactants are [CH3:1][O:2][C:3]1[CH:40]=[C:39]([O:41][CH3:42])[CH:38]=[CH:37][C:4]=1[CH2:5][N:6]([C:31]1[CH:36]=[CH:35][N:34]=[CH:33][N:32]=1)[S:7]([C:10]1[CH:15]=[C:14]([F:16])[C:13]([O:17][C@H:18]2[CH2:22][C@H:21]([OH:23])[CH2:20][C@@H:19]2[C:24]2[N:28]([CH3:29])[N:27]=[CH:26][CH:25]=2)=[CH:12][C:11]=1[F:30])(=[O:9])=[O:8].S(OC)(O[CH3:47])(=O)=O.[H-].[Na+]. The catalyst is C1COCC1. The product is [CH3:1][O:2][C:3]1[CH:40]=[C:39]([O:41][CH3:42])[CH:38]=[CH:37][C:4]=1[CH2:5][N:6]([C:31]1[CH:36]=[CH:35][N:34]=[CH:33][N:32]=1)[S:7]([C:10]1[CH:15]=[C:14]([F:16])[C:13]([O:17][C@H:18]2[CH2:22][C@H:21]([O:23][CH3:47])[CH2:20][C@@H:19]2[C:24]2[N:28]([CH3:29])[N:27]=[CH:26][CH:25]=2)=[CH:12][C:11]=1[F:30])(=[O:8])=[O:9]. The yield is 0.530.